The task is: Regression. Given a peptide amino acid sequence and an MHC pseudo amino acid sequence, predict their binding affinity value. This is MHC class I binding data.. This data is from Peptide-MHC class I binding affinity with 185,985 pairs from IEDB/IMGT. (1) The peptide sequence is MDCTHLEG. The binding affinity (normalized) is 0. The MHC is HLA-B27:05 with pseudo-sequence HLA-B27:05. (2) The peptide sequence is YTAVVPFVY. The MHC is HLA-A29:02 with pseudo-sequence HLA-A29:02. The binding affinity (normalized) is 1.00.